This data is from Full USPTO retrosynthesis dataset with 1.9M reactions from patents (1976-2016). The task is: Predict the reactants needed to synthesize the given product. (1) Given the product [Cl:1][C:2]1[CH:3]=[CH:4][C:5]2[N:11]3[C:12]([CH:15]([F:16])[F:17])=[N:13][N:14]=[C:10]3[C@@H:9]([CH2:18][C:19]3[S:20][C:21]([CH2:24][CH2:25][C:26]([OH:28])=[O:27])=[CH:22][N:23]=3)[S:8][C@H:7]([C:30]3[CH:35]=[CH:34][CH:33]=[C:32]([O:36][CH3:37])[C:31]=3[O:38][CH3:39])[C:6]=2[CH:40]=1, predict the reactants needed to synthesize it. The reactants are: [Cl:1][C:2]1[CH:3]=[CH:4][C:5]2[N:11]3[C:12]([CH:15]([F:17])[F:16])=[N:13][N:14]=[C:10]3[C@@H:9]([CH2:18][C:19]3[S:20][C:21]([CH2:24][CH2:25][C:26]([O:28]C)=[O:27])=[CH:22][N:23]=3)[S:8][C@H:7]([C:30]3[CH:35]=[CH:34][CH:33]=[C:32]([O:36][CH3:37])[C:31]=3[O:38][CH3:39])[C:6]=2[CH:40]=1.C(=O)([O-])[O-].[K+].[K+].Cl. (2) Given the product [CH3:18][O:17][C:11]1[CH:10]=[C:9]([NH:8][C:6]2[C:5]([F:19])=[CH:4][N:3]=[C:2]([NH:24][C:23]3[CH:25]=[CH:26][CH:27]=[C:21]([OH:20])[CH:22]=3)[N:7]=2)[CH:14]=[C:13]([O:15][CH3:16])[CH:12]=1, predict the reactants needed to synthesize it. The reactants are: Cl[C:2]1[N:7]=[C:6]([NH:8][C:9]2[CH:14]=[C:13]([O:15][CH3:16])[CH:12]=[C:11]([O:17][CH3:18])[CH:10]=2)[C:5]([F:19])=[CH:4][N:3]=1.[OH:20][C:21]1[CH:22]=[C:23]([CH:25]=[CH:26][CH:27]=1)[NH2:24].